From a dataset of Full USPTO retrosynthesis dataset with 1.9M reactions from patents (1976-2016). Predict the reactants needed to synthesize the given product. (1) Given the product [CH3:11][O:12][C:13]([C:15]1([S:1][C:2]2[S:3][CH:4]=[C:5]([CH2:7][C:8]([OH:10])=[O:9])[N:6]=2)[CH2:20][CH2:19][CH2:18][CH2:17][CH2:16]1)=[O:14], predict the reactants needed to synthesize it. The reactants are: [SH:1][C:2]1[S:3][CH:4]=[C:5]([CH2:7][C:8]([OH:10])=[O:9])[N:6]=1.[CH3:11][O:12][C:13]([CH:15]1[CH2:20][CH2:19][CH2:18][CH2:17][CH:16]1Br)=[O:14].C[O-].[Na+]. (2) Given the product [CH3:16][C:15]([CH3:18])([CH3:17])[C:14](=[O:19])[CH2:13][O:1][C:2]1[CH:9]=[C:8]([O:10][CH3:11])[CH:7]=[CH:6][C:3]=1[C:4]#[N:5], predict the reactants needed to synthesize it. The reactants are: [OH:1][C:2]1[CH:9]=[C:8]([O:10][CH3:11])[CH:7]=[CH:6][C:3]=1[C:4]#[N:5].Br[CH2:13][C:14](=[O:19])[C:15]([CH3:18])([CH3:17])[CH3:16].C([O-])([O-])=O.[K+].[K+]. (3) The reactants are: Cl[C:2]1[C:7]([C:8]2[CH:13]=[CH:12][C:11]([CH3:14])=[CH:10][CH:9]=2)=[C:6]([Cl:15])[N:5]=[CH:4][N:3]=1.[K+].[CH2:17]([S:20]([NH-:23])(=[O:22])=[O:21])[CH2:18][CH3:19].Cl. Given the product [Cl:15][C:6]1[N:5]=[CH:4][N:3]=[C:2]([NH:23][S:20]([CH2:17][CH2:18][CH3:19])(=[O:22])=[O:21])[C:7]=1[C:8]1[CH:13]=[CH:12][C:11]([CH3:14])=[CH:10][CH:9]=1, predict the reactants needed to synthesize it. (4) Given the product [Cl:10][C:4]1[CH:3]=[C:2]([NH:1][C:17]([C@H:15]2[CH2:14][CH2:13][C:12](=[O:11])[O:16]2)=[O:18])[CH:9]=[CH:8][C:5]=1[C:6]#[N:7], predict the reactants needed to synthesize it. The reactants are: [NH2:1][C:2]1[CH:9]=[CH:8][C:5]([C:6]#[N:7])=[C:4]([Cl:10])[CH:3]=1.[O:11]=[C:12]1[O:16][C@@H:15]([C:17](O)=[O:18])[CH2:14][CH2:13]1.C(P1(=O)OP(CCC)(=O)OP(CCC)(=O)O1)CC.CCN(C(C)C)C(C)C. (5) The reactants are: Br[C:2]1[CH:3]=[C:4]([CH:18]=[C:19]([O:21][CH2:22][C@H:23]2[CH2:27][CH2:26][CH2:25][O:24]2)[CH:20]=1)[CH2:5][O:6][C:7]1[CH:12]=[CH:11][CH:10]=[CH:9][C:8]=1[CH2:13][C:14]([O:16][CH3:17])=[O:15].[CH3:28][C:29]1([CH3:45])[C:33]([CH3:35])([CH3:34])[O:32][B:31]([B:31]2[O:32][C:33]([CH3:35])([CH3:34])[C:29]([CH3:45])([CH3:28])[O:30]2)[O:30]1.C([O-])(=O)C.[K+].C(Cl)Cl. Given the product [O:24]1[CH2:25][CH2:26][CH2:27][C@@H:23]1[CH2:22][O:21][C:19]1[CH:18]=[C:4]([CH:3]=[C:2]([B:31]2[O:32][C:33]([CH3:35])([CH3:34])[C:29]([CH3:45])([CH3:28])[O:30]2)[CH:20]=1)[CH2:5][O:6][C:7]1[CH:12]=[CH:11][CH:10]=[CH:9][C:8]=1[CH2:13][C:14]([O:16][CH3:17])=[O:15], predict the reactants needed to synthesize it.